Dataset: Full USPTO retrosynthesis dataset with 1.9M reactions from patents (1976-2016). Task: Predict the reactants needed to synthesize the given product. (1) Given the product [N:38]1[CH:41]=[CH:42][CH:43]=[CH:44][C:39]=1[CH2:40][N:1]1[C:9]2[C:4](=[CH:5][CH:6]=[CH:7][CH:8]=2)[C:3]2([C:21]3[C:12](=[CH:13][C:14]4[CH2:15][CH2:16][CH2:17][O:18][C:19]=4[CH:20]=3)[O:11][CH2:10]2)[C:2]1=[O:22], predict the reactants needed to synthesize it. The reactants are: [NH:1]1[C:9]2[C:4](=[CH:5][CH:6]=[CH:7][CH:8]=2)[C:3]2([C:21]3[C:12](=[CH:13][C:14]4[CH2:15][CH2:16][CH2:17][O:18][C:19]=4[CH:20]=3)[O:11][CH2:10]2)[C:2]1=[O:22].FC1C2OCCOC=2C=C2OCC3([C:44]4[C:39](=[CH:40][CH:41]=[CH:42][CH:43]=4)[NH:38]C3=O)C=12. (2) Given the product [CH:13]1[C:14]2[N:19]3[C:20]([C@@H:23]4[CH2:28][CH2:27][CH2:26][N:25]([C:54]([C:51]5([C:49]#[N:50])[CH2:53][CH2:52]5)=[O:56])[CH2:24]4)=[CH:21][N:22]=[C:18]3[CH:17]=[N:16][C:15]=2[NH:11][CH:12]=1, predict the reactants needed to synthesize it. The reactants are: S([N:11]1[C:15]2[N:16]=[CH:17][C:18]3[N:19]([C:20]([C@@H:23]4[CH2:28][CH2:27][CH2:26][N:25](C(OCC5C6C=CC=CC=6C6C5=CC=CC=6)=O)[CH2:24]4)=[CH:21][N:22]=3)[C:14]=2[CH:13]=[CH:12]1)(C1C=CC(C)=CC=1)(=O)=O.[OH-].[Na+].Cl.[C:49]([C:51]1([C:54]([OH:56])=O)[CH2:53][CH2:52]1)#[N:50].CN(C(ON1N=NC2C=CC=NC1=2)=[N+](C)C)C.F[P-](F)(F)(F)(F)F.CCN(C(C)C)C(C)C. (3) The reactants are: [CH3:1][S:2]([N:5]1[C:13]2[C:8](=[CH:9][CH:10]=[C:11]([N+:14]([O-])=O)[CH:12]=2)[C:7]([CH3:18])([CH3:17])[CH2:6]1)(=[O:4])=[O:3].CC(O)=O. Given the product [CH3:1][S:2]([N:5]1[C:13]2[C:8](=[CH:9][CH:10]=[C:11]([NH2:14])[CH:12]=2)[C:7]([CH3:18])([CH3:17])[CH2:6]1)(=[O:4])=[O:3], predict the reactants needed to synthesize it.